Dataset: Full USPTO retrosynthesis dataset with 1.9M reactions from patents (1976-2016). Task: Predict the reactants needed to synthesize the given product. (1) Given the product [Cl:1][C:2]1[C:11]([NH:12][N:13]=[CH:25][C:16]2[C:17]3[C:22](=[CH:21][CH:20]=[CH:19][CH:18]=3)[CH:23]=[CH:24][C:15]=2[OH:14])=[N:10][C:9]2[C:4]([N:3]=1)=[CH:5][CH:6]=[CH:7][CH:8]=2, predict the reactants needed to synthesize it. The reactants are: [Cl:1][C:2]1[C:11]([NH:12][NH2:13])=[N:10][C:9]2[C:4](=[CH:5][CH:6]=[CH:7][CH:8]=2)[N:3]=1.[OH:14][C:15]1[CH:24]=[CH:23][C:22]2[C:17](=[CH:18][CH:19]=[CH:20][CH:21]=2)[C:16]=1[CH:25]=O. (2) The reactants are: Cl.[C:2]12([NH2:12])[CH2:11][CH:6]3[CH2:7][CH:8]([CH2:10][CH:4]([CH2:5]3)[CH2:3]1)[CH2:9]2.C(N(CC)CC)C.[C:20]([NH:23][C:24]1[CH:29]=[CH:28][C:27]([S:30](Cl)(=[O:32])=[O:31])=[CH:26][CH:25]=1)(=[O:22])[CH3:21]. Given the product [C:2]12([NH:12][S:30]([C:27]3[CH:26]=[CH:25][C:24]([NH:23][C:20](=[O:22])[CH3:21])=[CH:29][CH:28]=3)(=[O:32])=[O:31])[CH2:9][CH:8]3[CH2:7][CH:6]([CH2:5][CH:4]([CH2:10]3)[CH2:3]1)[CH2:11]2, predict the reactants needed to synthesize it. (3) Given the product [C:14]([NH:18][S:2]([C:5]1[O:9][C:8]([C:10]([O:12][CH3:13])=[O:11])=[CH:7][CH:6]=1)(=[O:4])=[O:3])([CH3:17])([CH3:16])[CH3:15], predict the reactants needed to synthesize it. The reactants are: Cl[S:2]([C:5]1[O:9][C:8]([C:10]([O:12][CH3:13])=[O:11])=[CH:7][CH:6]=1)(=[O:4])=[O:3].[C:14]([NH2:18])([CH3:17])([CH3:16])[CH3:15].